From a dataset of TCR-epitope binding with 47,182 pairs between 192 epitopes and 23,139 TCRs. Binary Classification. Given a T-cell receptor sequence (or CDR3 region) and an epitope sequence, predict whether binding occurs between them. (1) The epitope is KRWIIMGLNK. The TCR CDR3 sequence is CASSLGVPEAFF. Result: 0 (the TCR does not bind to the epitope). (2) Result: 0 (the TCR does not bind to the epitope). The epitope is LPRRSGAAGA. The TCR CDR3 sequence is CASSLAGEGPSPLHF. (3) The epitope is GPGHKARVL. The TCR CDR3 sequence is CASSSGGQASSYEQYF. Result: 0 (the TCR does not bind to the epitope). (4) The epitope is HLVDFQVTI. The TCR CDR3 sequence is CASSLRGNEQFF. Result: 0 (the TCR does not bind to the epitope). (5) The epitope is LSDDAVVCFNSTY. The TCR CDR3 sequence is CAISRDSIQFGNTIYF. Result: 0 (the TCR does not bind to the epitope). (6) The epitope is RAKFKQLL. The TCR CDR3 sequence is CASTDGVENSPLHF. Result: 1 (the TCR binds to the epitope). (7) Result: 0 (the TCR does not bind to the epitope). The TCR CDR3 sequence is CASSSEAGARETQYF. The epitope is FRYMNSQGL. (8) The epitope is QIKVRVKMV. The TCR CDR3 sequence is CSVGQGGTNEKLFF. Result: 0 (the TCR does not bind to the epitope). (9) The epitope is GTHWFVTQR. The TCR CDR3 sequence is CASARLAARTDTQYF. Result: 0 (the TCR does not bind to the epitope).